This data is from Full USPTO retrosynthesis dataset with 1.9M reactions from patents (1976-2016). The task is: Predict the reactants needed to synthesize the given product. (1) Given the product [Cl:1][C:2]1[CH:3]=[C:4]([C@@H:9]2[O:15][CH2:14][CH2:13][N:12]([C:16]([O:18][C:19]([CH3:21])([CH3:20])[CH3:22])=[O:17])[CH2:11][C@H:10]2[CH2:23][N:24]2[CH2:25][C:26](=[O:27])[NH:31][C:32]2=[O:33])[CH:5]=[CH:6][C:7]=1[Cl:8], predict the reactants needed to synthesize it. The reactants are: [Cl:1][C:2]1[CH:3]=[C:4]([C@@H:9]2[O:15][CH2:14][CH2:13][N:12]([C:16]([O:18][C:19]([CH3:22])([CH3:21])[CH3:20])=[O:17])[CH2:11][C@H:10]2[CH2:23][NH:24][CH2:25][C:26](OCC)=[O:27])[CH:5]=[CH:6][C:7]=1[Cl:8].[N:31]([Si](C)(C)C)=[C:32]=[O:33].C(N(CC)CC)C. (2) The reactants are: Cl[C:2]1[N:7]=[C:6]([O:8][C:9]2[C:18]3[C:13](=[CH:14][CH:15]=[CH:16][CH:17]=3)[C:12]([NH:19][C:20]([NH:22][C:23]3[N:27]([C:28]4[CH:33]=[CH:32][C:31]([CH3:34])=[CH:30][CH:29]=4)[N:26]=[C:25]([Si:35]([CH3:38])([CH3:37])[CH3:36])[CH:24]=3)=[O:21])=[CH:11][CH:10]=2)[CH:5]=[CH:4][N:3]=1.[NH:39]1[C:47]2[C:42](=[CH:43][C:44]([NH2:48])=[CH:45][CH:46]=2)[CH:41]=[N:40]1. Given the product [NH:39]1[C:47]2[C:42](=[CH:43][C:44]([NH:48][C:2]3[N:7]=[C:6]([O:8][C:9]4[C:18]5[C:13](=[CH:14][CH:15]=[CH:16][CH:17]=5)[C:12]([NH:19][C:20]([NH:22][C:23]5[N:27]([C:28]6[CH:33]=[CH:32][C:31]([CH3:34])=[CH:30][CH:29]=6)[N:26]=[C:25]([Si:35]([CH3:38])([CH3:36])[CH3:37])[CH:24]=5)=[O:21])=[CH:11][CH:10]=4)[CH:5]=[CH:4][N:3]=3)=[CH:45][CH:46]=2)[CH:41]=[N:40]1, predict the reactants needed to synthesize it. (3) Given the product [Cl:22][C:18]1[C:17]([F:23])=[C:16]([C@@H:15]2[C@:14]([C:26]3[CH:31]=[CH:30][C:29]([Cl:32])=[CH:28][C:27]=3[F:33])([C:24]#[N:25])[C@H:13]([CH2:34][C:35]([CH3:37])([CH3:38])[CH3:36])[N:12]([CH3:39])[C@H:11]2[C:9]([NH:8][C@H:4]([CH:5]2[CH2:6][CH2:7]2)[C:3]([OH:40])=[O:2])=[O:10])[CH:21]=[CH:20][CH:19]=1, predict the reactants needed to synthesize it. The reactants are: C[O:2][C:3](=[O:40])[C@H:4]([NH:8][C:9]([C@H:11]1[C@H:15]([C:16]2[CH:21]=[CH:20][CH:19]=[C:18]([Cl:22])[C:17]=2[F:23])[C@:14]([C:26]2[CH:31]=[CH:30][C:29]([Cl:32])=[CH:28][C:27]=2[F:33])([C:24]#[N:25])[C@H:13]([CH2:34][C:35]([CH3:38])([CH3:37])[CH3:36])[N:12]1[CH3:39])=[O:10])[CH:5]1[CH2:7][CH2:6]1.[Li+].[OH-]. (4) Given the product [CH3:34][C@H:17]1[CH2:16][N:15]([C:2]2([CH3:1])[CH2:3][CH2:4][NH:5][CH2:6][CH2:7]2)[CH2:20][CH2:19][N:18]1[CH:21]1[C:29]2[C:24](=[CH:25][CH:26]=[C:27]([C:30]([F:33])([F:31])[F:32])[CH:28]=2)[CH2:23][CH2:22]1, predict the reactants needed to synthesize it. The reactants are: [CH3:1][C:2]1([N:15]2[CH2:20][CH2:19][N:18]([CH:21]3[C:29]4[C:24](=[CH:25][CH:26]=[C:27]([C:30]([F:33])([F:32])[F:31])[CH:28]=4)[CH2:23][CH2:22]3)[C@@H:17]([CH3:34])[CH2:16]2)[CH2:7][CH2:6][N:5](C(OC(C)(C)C)=O)[CH2:4][CH2:3]1. (5) The reactants are: C1CCN2C(=NCCC2)CC1.[N+:12]([C:15]1[CH:16]=[C:17]([CH:26]=[CH:27][CH:28]=1)[CH:18]=[C:19]1[NH:23][C:22](=[O:24])[NH:21][C:20]1=[O:25])([O-:14])=[O:13].Cl[CH2:30][C:31]1[CH:39]=[CH:38][C:34]2[O:35][CH2:36][O:37][C:33]=2[CH:32]=1. Given the product [O:35]1[C:34]2[CH:38]=[CH:39][C:31]([CH2:30][N:21]3[C:20](=[O:25])[C:19](=[CH:18][C:17]4[CH:26]=[CH:27][CH:28]=[C:15]([N+:12]([O-:14])=[O:13])[CH:16]=4)[NH:23][C:22]3=[O:24])=[CH:32][C:33]=2[O:37][CH2:36]1, predict the reactants needed to synthesize it. (6) Given the product [NH2:1][C:2]1[C:9]([F:10])=[CH:8][C:5]([CH2:6][NH:7][C:22]([NH:21][CH2:20][C:19]2[CH:24]=[CH:25][C:16]([C:12]([CH3:15])([CH3:14])[CH3:13])=[CH:17][CH:18]=2)=[S:23])=[C:4]([F:11])[CH:3]=1, predict the reactants needed to synthesize it. The reactants are: [NH2:1][C:2]1[C:9]([F:10])=[CH:8][C:5]([CH2:6][NH2:7])=[C:4]([F:11])[CH:3]=1.[C:12]([C:16]1[CH:25]=[CH:24][C:19]([CH2:20][N:21]=[C:22]=[S:23])=[CH:18][CH:17]=1)([CH3:15])([CH3:14])[CH3:13]. (7) Given the product [F:1][C:2]1[CH:3]=[C:4]([S:9]([N:12]([CH2:27][CH3:28])[C@@H:13]([CH2:18][OH:19])[C:14]([O:16][CH3:17])=[O:15])(=[O:11])=[O:10])[CH:5]=[CH:6][C:7]=1[F:8], predict the reactants needed to synthesize it. The reactants are: [F:1][C:2]1[CH:3]=[C:4]([S:9]([NH:12][C@@H:13]([CH2:18][OH:19])[C:14]([O:16][CH3:17])=[O:15])(=[O:11])=[O:10])[CH:5]=[CH:6][C:7]=1[F:8].C([O-])([O-])=O.[K+].[K+].I[CH2:27][CH3:28]. (8) Given the product [CH3:1][O:2][C:3]1[CH:4]=[CH:5][C:6]([CH2:7][N:8]([CH2:28][C:27]2[CH:30]=[CH:31][C:24]([O:23][CH3:22])=[CH:25][CH:26]=2)[C@@H:9]([C:14]2[CH:15]=[CH:16][CH:17]=[CH:18][CH:19]=2)[C:10]([O:12][CH3:13])=[O:11])=[CH:20][CH:21]=1, predict the reactants needed to synthesize it. The reactants are: [CH3:1][O:2][C:3]1[CH:21]=[CH:20][C:6]([CH2:7][NH:8][C@@H:9]([C:14]2[CH:19]=[CH:18][CH:17]=[CH:16][CH:15]=2)[C:10]([O:12][CH3:13])=[O:11])=[CH:5][CH:4]=1.[CH3:22][O:23][C:24]1[CH:31]=[CH:30][C:27]([CH:28]=O)=[CH:26][CH:25]=1.CC(O)=O.C(O[BH-](OC(=O)C)OC(=O)C)(=O)C.[Na+].